Dataset: Reaction yield outcomes from USPTO patents with 853,638 reactions. Task: Predict the reaction yield, written as a fraction of the theoretical maximum amount of product (1.0 means a 100% yield; for example, 0.34 means a 34% yield). (1) The reactants are [C:1]1(/[C:7](/[C:17]2[CH:44]=[CH:43][C:20]([O:21][CH2:22][CH2:23][N:24]([CH3:42])[CH2:25][CH2:26][O:27][CH2:28][CH2:29][O:30][CH2:31][CH2:32][O:33][CH2:34][C:35]([O:37]C(C)(C)C)=[O:36])=[CH:19][CH:18]=2)=[C:8](/[C:11]2[CH:16]=[CH:15][CH:14]=[CH:13][CH:12]=2)\[CH2:9][CH3:10])[CH:6]=[CH:5][CH:4]=[CH:3][CH:2]=1.C(O)(C(F)(F)F)=O. The catalyst is C(Cl)Cl. The product is [C:1]1(/[C:7](/[C:17]2[CH:18]=[CH:19][C:20]([O:21][CH2:22][CH2:23][N:24]([CH3:42])[CH2:25][CH2:26][O:27][CH2:28][CH2:29][O:30][CH2:31][CH2:32][O:33][CH2:34][C:35]([OH:37])=[O:36])=[CH:43][CH:44]=2)=[C:8](/[C:11]2[CH:16]=[CH:15][CH:14]=[CH:13][CH:12]=2)\[CH2:9][CH3:10])[CH:6]=[CH:5][CH:4]=[CH:3][CH:2]=1. The yield is 0.630. (2) The yield is 0.530. The catalyst is ClC1C=CC=CC=1.ClCCl. The product is [C:1]1([S:7]([N:10]2[C:14]3[CH:15]=[N:16][C:17]([C:20]#[N:21])=[C:18]([Cl:28])[C:13]=3[C:12]3[CH:22]=[C:23]([Br:26])[CH:24]=[N:25][C:11]2=3)(=[O:9])=[O:8])[CH:6]=[CH:5][CH:4]=[CH:3][CH:2]=1. The reactants are [C:1]1([S:7]([N:10]2[C:14]3[CH:15]=[N:16][C:17]([C:20]#[N:21])=[C:18](O)[C:13]=3[C:12]3[CH:22]=[C:23]([Br:26])[CH:24]=[N:25][C:11]2=3)(=[O:9])=[O:8])[CH:6]=[CH:5][CH:4]=[CH:3][CH:2]=1.P(Cl)(Cl)(Cl)(Cl)[Cl:28]. (3) The reactants are [Br:1][C:2]1[CH:10]=[C:9]2[C:5]([CH:6]=[N:7][NH:8]2)=[CH:4][C:3]=1[O:11][C:12]1[CH:17]=[CH:16][C:15]([N+:18]([O-:20])=[O:19])=[CH:14][C:13]=1[F:21].[CH2:22]1[CH2:27][O:26][CH:25]=[CH:24][CH2:23]1.CS(O)(=O)=O.C([O-])(O)=O.[Na+]. The catalyst is C1COCC1.CCOC(C)=O. The product is [Br:1][C:2]1[CH:10]=[C:9]2[C:5]([CH:6]=[N:7][N:8]2[CH:25]2[CH2:24][CH2:23][CH2:22][CH2:27][O:26]2)=[CH:4][C:3]=1[O:11][C:12]1[CH:17]=[CH:16][C:15]([N+:18]([O-:20])=[O:19])=[CH:14][C:13]=1[F:21]. The yield is 0.890. (4) The reactants are Cl[CH2:2][C:3]1[CH:18]=[CH:17][C:6]([CH2:7][C:8]2[S:9][C:10]3[CH:16]=[CH:15][CH:14]=[CH:13][C:11]=3[N:12]=2)=[CH:5][CH:4]=1.[C:19]([O:23][C:24]([N:26]1[CH2:31][C@@H:30]2[CH2:32][C@H:27]1[CH2:28][NH:29]2)=[O:25])([CH3:22])([CH3:21])[CH3:20].CCN(CC)CC. The catalyst is CC#N. The product is [C:19]([O:23][C:24]([N:26]1[CH2:31][CH:30]2[CH2:32][CH:27]1[CH2:28][N:29]2[CH2:2][C:3]1[CH:18]=[CH:17][C:6]([CH2:7][C:8]2[S:9][C:10]3[CH:16]=[CH:15][CH:14]=[CH:13][C:11]=3[N:12]=2)=[CH:5][CH:4]=1)=[O:25])([CH3:22])([CH3:20])[CH3:21]. The yield is 0.550. (5) The reactants are [C:1](Cl)(=[O:3])[CH3:2].[NH2:5][C:6]1[CH:7]=[CH:8][CH:9]=[C:10]2[C:15]=1[CH:14]=[N:13][C:12]([NH:16][C:17]1[N:18]=[CH:19][C:20]([C:23]#[N:24])=[N:21][CH:22]=1)=[CH:11]2.C(N(C(C)C)CC)(C)C. The catalyst is ClCCCl. The product is [C:23]([C:20]1[N:21]=[CH:22][C:17]([NH:16][C:12]2[N:13]=[CH:14][C:15]3[C:10]([CH:11]=2)=[CH:9][CH:8]=[CH:7][C:6]=3[NH:5][C:1](=[O:3])[CH3:2])=[N:18][CH:19]=1)#[N:24]. The yield is 0.320. (6) The reactants are [OH:1][B:2]1[C:6]2[C:7]([O:11][CH2:12][CH2:13][CH2:14][CH2:15][NH:16][C:17](=[O:23])[O:18][C:19]([CH3:22])([CH3:21])[CH3:20])=[CH:8][CH:9]=[CH:10][C:5]=2[CH:4]([CH2:24][N+:25]([O-:27])=[O:26])[O:3]1.C1C(=O)N([Cl:35])C(=O)C1. The catalyst is CN(C=O)C. The product is [C:19]([O:18][C:17](=[O:23])[NH:16][CH2:15][CH2:14][CH2:13][CH2:12][O:11][C:7]1[C:6]2[B:2]([OH:1])[O:3][CH:4]([CH2:24][N+:25]([O-:27])=[O:26])[C:5]=2[C:10]([Cl:35])=[CH:9][CH:8]=1)([CH3:21])([CH3:22])[CH3:20]. The yield is 0.675. (7) The reactants are C([C:4]1[CH:5]=[C:6]([C:13](=[O:22])[C:14]2[CH:19]=[CH:18][C:17]([C:20]#[N:21])=[CH:16][CH:15]=2)[N:7]2[C:12]=1[CH:11]=[CH:10][CH:9]=[CH:8]2)(=O)C.C(O)CO.C1(C)C=CC(S(O)(=O)=O)=CC=1.C(=O)(O)[O-].[Na+]. The catalyst is C1C=CC=CC=1. The product is [C:20]([C:17]1[CH:16]=[CH:15][C:14]([C:13]([C:6]2[N:7]3[C:12]([CH:11]=[CH:10][CH:9]=[CH:8]3)=[CH:4][CH:5]=2)=[O:22])=[CH:19][CH:18]=1)#[N:21]. The yield is 0.800. (8) The reactants are [Br:1][C:2]1[CH:3]=[CH:4][C:5]2[N:6]([CH2:16][CH:17]([F:39])[CH2:18][N:19]([C:32]3[CH:37]=[CH:36][C:35]([OH:38])=[CH:34][CH:33]=3)[S:20]([C:23]3[CH:28]=[CH:27][C:26]([N+:29]([O-:31])=[O:30])=[CH:25][CH:24]=3)(=[O:22])=[O:21])[C:7]3[C:12]([C:13]=2[CH:14]=1)=[CH:11][C:10]([Br:15])=[CH:9][CH:8]=3.C(=O)([O-])[O-].[K+].[K+].Br[CH2:47][CH2:48][O:49][CH2:50][CH2:51][O:52][CH3:53]. The catalyst is CN(C)C=O.CCOC(C)=O. The product is [Br:1][C:2]1[CH:3]=[CH:4][C:5]2[N:6]([CH2:16][CH:17]([F:39])[CH2:18][N:19]([C:32]3[CH:37]=[CH:36][C:35]([O:38][CH2:47][CH2:48][O:49][CH2:50][CH2:51][O:52][CH3:53])=[CH:34][CH:33]=3)[S:20]([C:23]3[CH:24]=[CH:25][C:26]([N+:29]([O-:31])=[O:30])=[CH:27][CH:28]=3)(=[O:22])=[O:21])[C:7]3[C:12]([C:13]=2[CH:14]=1)=[CH:11][C:10]([Br:15])=[CH:9][CH:8]=3. The yield is 0.430. (9) The reactants are S1C2C=CC=CC=2C(CC[C:12]#[N:13])=C1.Br[CH2:15][CH2:16][CH2:17][C:18]1[C:22]2[CH:23]=[CH:24][CH:25]=[CH:26][C:21]=2[O:20][CH:19]=1.[C-]#N.[Na+]. The catalyst is CN(C)C=O. The product is [O:20]1[C:21]2[CH:26]=[CH:25][CH:24]=[CH:23][C:22]=2[C:18]([CH2:17][CH2:16][CH2:15][C:12]#[N:13])=[CH:19]1. The yield is 0.990. (10) The reactants are [H-].[Na+].[C:3]([O:7][C:8](=[O:37])[NH:9][C@@H:10]1[C@@H:27]([NH:28][C:29](=[O:36])[CH2:30][CH:31]([CH2:34]Cl)[CH2:32][F:33])[CH2:26][N:13]2[CH2:14][CH2:15][C:16]3[C:21]([C@@H:12]2[CH2:11]1)=[CH:20][C:19]([O:22][CH3:23])=[C:18]([O:24][CH3:25])[CH:17]=3)([CH3:6])([CH3:5])[CH3:4]. The catalyst is CN(C)C=O. The product is [C:3]([O:7][C:8](=[O:37])[NH:9][C@@H:10]1[C@@H:27]([N:28]2[CH2:34][C@@H:31]([CH2:32][F:33])[CH2:30][C:29]2=[O:36])[CH2:26][N:13]2[CH2:14][CH2:15][C:16]3[C:21]([C@@H:12]2[CH2:11]1)=[CH:20][C:19]([O:22][CH3:23])=[C:18]([O:24][CH3:25])[CH:17]=3)([CH3:6])([CH3:5])[CH3:4]. The yield is 0.380.